The task is: Predict the product of the given reaction.. This data is from Forward reaction prediction with 1.9M reactions from USPTO patents (1976-2016). Given the reactants [CH3:1][S:2]([C:5]1[CH:10]=[CH:9][C:8]([C:11]2[C:12]3[N:13]([N:17]=[C:18]([NH2:20])[N:19]=3)[CH:14]=[CH:15][CH:16]=2)=[CH:7][CH:6]=1)(=[O:4])=[O:3].Br[C:22]1[CH:27]=[CH:26][C:25]([N:28]2[CH2:33][CH2:32][CH2:31][CH2:30][CH2:29]2)=[CH:24][CH:23]=1, predict the reaction product. The product is: [CH3:1][S:2]([C:5]1[CH:10]=[CH:9][C:8]([C:11]2[C:12]3[N:13]([N:17]=[C:18]([NH:20][C:22]4[CH:23]=[CH:24][C:25]([N:28]5[CH2:29][CH2:30][CH2:31][CH2:32][CH2:33]5)=[CH:26][CH:27]=4)[N:19]=3)[CH:14]=[CH:15][CH:16]=2)=[CH:7][CH:6]=1)(=[O:3])=[O:4].